Predict the reactants needed to synthesize the given product. From a dataset of Full USPTO retrosynthesis dataset with 1.9M reactions from patents (1976-2016). Given the product [CH2:1]([O:8][C:9]([N:11]1[CH2:16][CH2:15][N:14]([CH2:17][CH2:18][C:19]([C:22]([OH:24])=[O:23])([CH3:20])[CH3:21])[C:13](=[O:26])[C@@H:12]1[CH3:27])=[O:10])[C:2]1[CH:7]=[CH:6][CH:5]=[CH:4][CH:3]=1, predict the reactants needed to synthesize it. The reactants are: [CH2:1]([O:8][C:9]([N:11]1[CH2:16][CH2:15][N:14]([CH2:17][CH2:18][C:19]([C:22]([O:24]C)=[O:23])([CH3:21])[CH3:20])[C:13](=[O:26])[C@@H:12]1[CH3:27])=[O:10])[C:2]1[CH:7]=[CH:6][CH:5]=[CH:4][CH:3]=1.[OH-].[Li+].